From a dataset of Catalyst prediction with 721,799 reactions and 888 catalyst types from USPTO. Predict which catalyst facilitates the given reaction. (1) Reactant: [CH3:1][N:2]([CH3:33])[C:3]1([C:27]2[CH:32]=[CH:31][CH:30]=[CH:29][CH:28]=2)[CH2:8][CH2:7][C:6](=[CH:9][C:10]([N:12]2[CH2:17][CH2:16][CH2:15][CH:14]([C:18]3[C:26]4[C:21](=[CH:22][CH:23]=[CH:24][CH:25]=4)[NH:20][CH:19]=3)[CH2:13]2)=[O:11])[CH2:5][CH2:4]1.[Cl:34][Si](C)(C)C. Product: [ClH:34].[CH3:33][N:2]([CH3:1])[C:3]1([C:27]2[CH:28]=[CH:29][CH:30]=[CH:31][CH:32]=2)[CH2:8][CH2:7][C:6](=[CH:9][C:10]([N:12]2[CH2:17][CH2:16][CH2:15][CH:14]([C:18]3[C:26]4[C:21](=[CH:22][CH:23]=[CH:24][CH:25]=4)[NH:20][CH:19]=3)[CH2:13]2)=[O:11])[CH2:5][CH2:4]1. The catalyst class is: 573. (2) Reactant: [NH2:1][C:2]1[CH:3]=[C:4]([CH:22]=[CH:23][CH:24]=1)[O:5][C:6]1[CH:7]=[CH:8][C:9]2[N:13]=[C:12]([NH:14][C:15]([CH:17]3[CH2:19][CH2:18]3)=[O:16])[N:11]([CH3:20])[C:10]=2[CH:21]=1.[C:25]([C:27]([C:30]1[CH:31]=[C:32]([CH:36]=[CH:37][CH:38]=1)[C:33](O)=[O:34])([CH3:29])[CH3:28])#[N:26].Cl.C(N=C=NCCCN(C)C)C. Product: [C:25]([C:27]([C:30]1[CH:31]=[C:32]([CH:36]=[CH:37][CH:38]=1)[C:33]([NH:1][C:2]1[CH:24]=[CH:23][CH:22]=[C:4]([O:5][C:6]2[CH:7]=[CH:8][C:9]3[N:13]=[C:12]([NH:14][C:15]([CH:17]4[CH2:19][CH2:18]4)=[O:16])[N:11]([CH3:20])[C:10]=3[CH:21]=2)[CH:3]=1)=[O:34])([CH3:29])[CH3:28])#[N:26]. The catalyst class is: 341. (3) Reactant: [C:1]([NH:5][C:6]1[CH:11]=[CH:10][C:9]([NH:12][C:13](=[O:20])OCC(Cl)(Cl)Cl)=[CH:8][CH:7]=1)(=[O:4])[CH2:2][CH3:3].[C:21]1([C:27]2[N:28]=[C:29]([N:32]3[CH2:37][CH2:36][NH:35][CH2:34][CH2:33]3)[S:30][CH:31]=2)[CH:26]=[CH:25][CH:24]=[CH:23][CH:22]=1.C(N(C(C)C)CC)(C)C.CS(C)=O. Product: [C:21]1([C:27]2[N:28]=[C:29]([N:32]3[CH2:37][CH2:36][N:35]([C:13]([NH:12][C:9]4[CH:8]=[CH:7][C:6]([NH:5][C:1](=[O:4])[CH2:2][CH3:3])=[CH:11][CH:10]=4)=[O:20])[CH2:34][CH2:33]3)[S:30][CH:31]=2)[CH:22]=[CH:23][CH:24]=[CH:25][CH:26]=1. The catalyst class is: 6. (4) Reactant: [OH:1][CH:2]1[C:12]2=[C:13]3[C:8](=[CH:9][CH:10]=[CH:11]2)[C:7]([N:14]2[CH2:19][CH2:18][N:17]([CH2:20][CH2:21][C@H:22]4[C:27]5[CH:28]=[CH:29][C:30]([C:32]([NH2:34])=[O:33])=[CH:31][C:26]=5[CH2:25][CH2:24][O:23]4)[C@H:16]([CH3:35])[CH2:15]2)=[CH:6][CH:5]=[C:4]3[CH2:3]1.[Cr](O[Cr]([O-])(=O)=O)([O-])(=O)=O.[NH+]1C=CC=CC=1.[NH+]1C=CC=CC=1. Product: [CH3:35][C@@H:16]1[CH2:15][N:14]([C:7]2[C:8]3[C:13]4[C:4]([CH2:3][C:2](=[O:1])[C:12]=4[CH:11]=[CH:10][CH:9]=3)=[CH:5][CH:6]=2)[CH2:19][CH2:18][N:17]1[CH2:20][CH2:21][C@H:22]1[C:27]2[CH:28]=[CH:29][C:30]([C:32]([NH2:34])=[O:33])=[CH:31][C:26]=2[CH2:25][CH2:24][O:23]1. The catalyst class is: 3. (5) Reactant: N1C(=O)CC[C@@H]1C(O)=O.[NH2:10][C@@H:11]1[CH2:17][CH2:16][C:15]2[CH:18]=[CH:19][CH:20]=[CH:21][C:14]=2[NH:13][C:12]1=[O:22].CN(C)C=O.C(N(CC)CC)C.[C:35](Cl)([C:48]1[CH:53]=[CH:52][CH:51]=[CH:50][CH:49]=1)([C:42]1[CH:47]=[CH:46][CH:45]=[CH:44][CH:43]=1)[C:36]1[CH:41]=[CH:40][CH:39]=[CH:38][CH:37]=1. Product: [C:35]([NH:10][C@@H:11]1[CH2:17][CH2:16][C:15]2[CH:18]=[CH:19][CH:20]=[CH:21][C:14]=2[NH:13][C:12]1=[O:22])([C:36]1[CH:41]=[CH:40][CH:39]=[CH:38][CH:37]=1)([C:48]1[CH:49]=[CH:50][CH:51]=[CH:52][CH:53]=1)[C:42]1[CH:43]=[CH:44][CH:45]=[CH:46][CH:47]=1. The catalyst class is: 27. (6) Reactant: [CH:1]1([N:4]2[C:8](=[O:9])[CH2:7][CH:6]([C:10]([OH:12])=O)[CH2:5]2)[CH2:3][CH2:2]1.[Cl:13][C:14]1[CH:21]=[C:20]([F:22])[CH:19]=[CH:18][C:15]=1[CH2:16][NH2:17].ON1C2C=CC=CC=2N=N1.C(N1CCOCC1)C.Cl.CN(C)CCCN=C=NCC. Product: [Cl:13][C:14]1[CH:21]=[C:20]([F:22])[CH:19]=[CH:18][C:15]=1[CH2:16][NH:17][C:10]([CH:6]1[CH2:7][C:8](=[O:9])[N:4]([CH:1]2[CH2:2][CH2:3]2)[CH2:5]1)=[O:12]. The catalyst class is: 646.